Predict the reactants needed to synthesize the given product. From a dataset of Full USPTO retrosynthesis dataset with 1.9M reactions from patents (1976-2016). (1) Given the product [ClH:29].[CH2:1]([C:9]1[CH:14]=[CH:13][N:12]([C:15]2[CH:20]=[CH:19][C:18]3[C:21]4[CH2:22][NH:23][CH2:24][CH2:25][C:26]=4[O:27][C:17]=3[CH:16]=2)[C:11](=[O:28])[CH:10]=1)[CH2:2][C:3]1[CH:8]=[CH:7][CH:6]=[CH:5][CH:4]=1, predict the reactants needed to synthesize it. The reactants are: [CH2:1]([C:9]1[CH:14]=[CH:13][N:12]([C:15]2[CH:20]=[CH:19][C:18]3[C:21]4[CH2:22][NH:23][CH2:24][CH2:25][C:26]=4[O:27][C:17]=3[CH:16]=2)[C:11](=[O:28])[CH:10]=1)[CH2:2][C:3]1[CH:8]=[CH:7][CH:6]=[CH:5][CH:4]=1.[ClH:29].CCOCC. (2) Given the product [CH:27]1[C:28]2[C:33](=[CH:32][CH:31]=[CH:30][CH:29]=2)[CH:34]=[CH:35][C:26]=1[C:5]1[C:4]2[C:13]([C:12]([C:16]3[CH:25]=[CH:24][C:23]4[C:18](=[CH:19][CH:20]=[CH:21][CH:22]=4)[CH:17]=3)=[C:11]3[C:6]=1[CH:7]=[C:8]([B:41]([OH:46])[OH:42])[CH:9]=[CH:10]3)=[CH:14][CH:15]=[CH:2][CH:3]=2, predict the reactants needed to synthesize it. The reactants are: Br[C:2]1[CH:15]=[CH:14][C:13]2[C:4](=[C:5]([C:26]3[CH:35]=[CH:34][C:33]4[C:28](=[CH:29][CH:30]=[CH:31][CH:32]=4)[CH:27]=3)[C:6]3[C:11]([C:12]=2[C:16]2[CH:25]=[CH:24][C:23]4[C:18](=[CH:19][CH:20]=[CH:21][CH:22]=4)[CH:17]=2)=[CH:10][CH:9]=[CH:8][CH:7]=3)[CH:3]=1.[Li]CCCC.[B:41]([O:46]C)(OC)[O:42]C. (3) Given the product [OH:9][CH2:8][N:4]1[CH:5]=[C:6]([CH3:7])[C:2]([CH3:1])=[N:3]1, predict the reactants needed to synthesize it. The reactants are: [CH3:1][C:2]1[C:6]([CH3:7])=[CH:5][NH:4][N:3]=1.[CH2:8]=[O:9]. (4) Given the product [F:8][C:4]1[CH:5]=[CH:6][CH:7]=[C:2]([F:1])[C:3]=1[C:9]1[O:10][C:11]([C:17]2[CH:18]=[CH:19][C:20]([O:23][CH2:24][CH:25]([OH:26])[CH2:27][N:28]3[CH2:33][CH2:32][CH2:31][CH2:30][CH2:29]3)=[CH:21][CH:22]=2)=[C:12]([C:14]([NH2:16])=[O:15])[N:13]=1, predict the reactants needed to synthesize it. The reactants are: [F:1][C:2]1[CH:7]=[CH:6][CH:5]=[C:4]([F:8])[C:3]=1[C:9]1[O:10][C:11]([C:17]2[CH:22]=[CH:21][C:20]([O:23][CH2:24][CH:25]3[CH2:27][O:26]3)=[CH:19][CH:18]=2)=[C:12]([C:14]([NH2:16])=[O:15])[N:13]=1.[NH:28]1[CH2:33][CH2:32][CH2:31][CH2:30][CH2:29]1.